From a dataset of Full USPTO retrosynthesis dataset with 1.9M reactions from patents (1976-2016). Predict the reactants needed to synthesize the given product. (1) Given the product [CH2:17]([C@@H:20]1[CH2:25][CH2:24][CH2:23][C@H:22]([OH:26])[CH2:21]1)[CH:18]=[CH2:19], predict the reactants needed to synthesize it. The reactants are: [H-].C([Al+]CC(C)C)C(C)C.[Li+].[H-].C(O)(C)C.[CH2:17]([CH:20]1[CH2:25][CH2:24][CH2:23][C:22](=[O:26])[CH2:21]1)[CH:18]=[CH2:19]. (2) Given the product [C:4]([O:3][C:1]([N:8]1[CH2:13][CH2:12][CH2:11][CH:10]([CH2:14][C:35]2[CH:25]=[CH:26][C:27]3[O:31][C:30]([F:32])([F:33])[O:29][C:28]=3[CH:34]=2)[CH2:9]1)=[O:2])([CH3:7])([CH3:6])[CH3:5], predict the reactants needed to synthesize it. The reactants are: [C:1]([N:8]1[CH2:13][CH2:12][CH2:11][C:10](=[CH2:14])[CH2:9]1)([O:3][C:4]([CH3:7])([CH3:6])[CH3:5])=[O:2].B1C2CCCC1CCC2.Br[C:25]1[CH:35]=[CH:34][C:28]2[O:29][C:30]([F:33])([F:32])[O:31][C:27]=2[CH:26]=1.C(=O)([O-])[O-].[K+].[K+].[OH-].[Na+].